This data is from Forward reaction prediction with 1.9M reactions from USPTO patents (1976-2016). The task is: Predict the product of the given reaction. (1) Given the reactants [N+:1]([C:4]1[CH:5]=[C:6]([C:10]2[CH:15]=[CH:14][N:13]=[CH:12][CH:11]=2)[CH:7]=[CH:8][CH:9]=1)([O-])=O, predict the reaction product. The product is: [N:13]1[CH:14]=[CH:15][C:10]([C:6]2[CH:5]=[C:4]([NH2:1])[CH:9]=[CH:8][CH:7]=2)=[CH:11][CH:12]=1. (2) Given the reactants [Cl:1][C:2]1[CH:22]=[C:21]([Cl:23])[CH:20]=[CH:19][C:3]=1[CH2:4][C:5]1[C:13]2[C:8](=[CH:9][C:10]([C:14]([O:16]C)=[O:15])=[CH:11][CH:12]=2)[NH:7][C:6]=1[CH3:18].[OH-].[Na+].Cl, predict the reaction product. The product is: [C:14]([C:10]1[CH:9]=[C:8]2[C:13]([C:5]([CH2:4][C:3]3[CH:19]=[CH:20][C:21]([Cl:23])=[CH:22][C:2]=3[Cl:1])=[C:6]([CH3:18])[NH:7]2)=[CH:12][CH:11]=1)([OH:16])=[O:15].